This data is from Reaction yield outcomes from USPTO patents with 853,638 reactions. The task is: Predict the reaction yield, written as a fraction of the theoretical maximum amount of product (1.0 means a 100% yield; for example, 0.34 means a 34% yield). (1) The reactants are CC1N=C(N2C(=O)N(CC3C=CC(C(F)(F)F)=CC=3)N=C2)SC=1C(O)=O.[F:27][C:28]1[CH:49]=[CH:48][C:31]([CH2:32][N:33]2[C:37](=[O:38])[N:36]([C:39]3[S:40][C:41]([C:45](O)=[O:46])=[C:42]([CH3:44])[N:43]=3)[CH:35]=[N:34]2)=[CH:30][CH:29]=1.Cl.[O:51]1[CH:55]=[CH:54][N:53]=[C:52]1[CH2:56][NH2:57]. No catalyst specified. The product is [F:27][C:28]1[CH:49]=[CH:48][C:31]([CH2:32][N:33]2[C:37](=[O:38])[N:36]([C:39]3[S:40][C:41]([C:45]([NH:57][CH2:56][C:52]4[O:51][CH:55]=[CH:54][N:53]=4)=[O:46])=[C:42]([CH3:44])[N:43]=3)[CH:35]=[N:34]2)=[CH:30][CH:29]=1. The yield is 0.570. (2) The reactants are C1C(=O)N([Br:8])C(=O)C1.[NH:9]1[C:18]2[C:13](=[CH:14][CH:15]=[CH:16][CH:17]=2)[CH2:12][CH2:11][CH2:10]1.C(OCC)(=O)C. The catalyst is C(Cl)(Cl)(Cl)Cl. The product is [Br:8][C:15]1[CH:14]=[C:13]2[C:18](=[CH:17][CH:16]=1)[NH:9][CH2:10][CH2:11][CH2:12]2. The yield is 0.350. (3) The reactants are [C:1]1(/[CH:7]=[CH:8]/[S:9](Cl)(=[O:11])=[O:10])[CH:6]=[CH:5][CH:4]=[CH:3][CH:2]=1.[OH-].[NH4+:14]. The catalyst is C(#N)C. The product is [C:1]1(/[CH:7]=[CH:8]/[S:9]([NH2:14])(=[O:11])=[O:10])[CH:6]=[CH:5][CH:4]=[CH:3][CH:2]=1. The yield is 0.380. (4) The reactants are COC1C=C(OC)C=CC=1[CH2:5][N:6](C)[C:7]1[CH:8]=[C:9]2[C:13](=[CH:14][CH:15]=1)[C:12](=[C:16]1[C:24]3[C:19](=[CH:20][C:21]([F:25])=[CH:22][CH:23]=3)[NH:18][C:17]1=[O:26])[O:11][CH2:10]2.FC(F)(F)C(O)=O.CO. The catalyst is C(Cl)Cl.O. The product is [F:25][C:21]1[CH:20]=[C:19]2[C:24]([C:16](=[C:12]3[C:13]4[C:9](=[CH:8][C:7]([NH:6][CH3:5])=[CH:15][CH:14]=4)[CH2:10][O:11]3)[C:17](=[O:26])[NH:18]2)=[CH:23][CH:22]=1. The yield is 0.760.